From a dataset of Full USPTO retrosynthesis dataset with 1.9M reactions from patents (1976-2016). Predict the reactants needed to synthesize the given product. (1) Given the product [NH2:28][CH2:27][CH2:26][N:23]1[C:16]2[N:17]=[C:18]([S:21][CH3:22])[N:19]=[CH:20][C:15]=2[CH:14]=[C:13]([C:3]2[C:2]([Cl:1])=[C:7]([O:8][CH3:9])[CH:6]=[C:5]([O:10][CH3:11])[C:4]=2[Cl:12])[C:24]1=[O:25], predict the reactants needed to synthesize it. The reactants are: [Cl:1][C:2]1[C:7]([O:8][CH3:9])=[CH:6][C:5]([O:10][CH3:11])=[C:4]([Cl:12])[C:3]=1[C:13]1[C:24](=[O:25])[N:23]([CH2:26][CH2:27][NH:28]C(=O)OC(C)(C)C)[C:16]2[N:17]=[C:18]([S:21][CH3:22])[N:19]=[CH:20][C:15]=2[CH:14]=1.C(O)(C(F)(F)F)=O. (2) Given the product [C:10]1([CH3:13])[CH:11]=[CH:12][C:7]([N:6]2[C:5]3[CH:14]=[CH:15][CH:16]=[CH:17][C:4]=3[N:3]=[C:2]2[NH:18][CH2:19][CH2:20][CH2:21][N:22]2[CH2:27][CH2:26][CH:25]([C:28]3[CH:29]=[C:30]([NH:34][C:35](=[O:37])[CH3:36])[CH:31]=[CH:32][CH:33]=3)[CH2:24][CH2:23]2)=[CH:8][CH:9]=1, predict the reactants needed to synthesize it. The reactants are: Cl[C:2]1[N:6]([C:7]2[CH:12]=[CH:11][C:10]([CH3:13])=[CH:9][CH:8]=2)[C:5]2[CH:14]=[CH:15][CH:16]=[CH:17][C:4]=2[N:3]=1.[NH2:18][CH2:19][CH2:20][CH2:21][N:22]1[CH2:27][CH2:26][CH:25]([C:28]2[CH:29]=[C:30]([NH:34][C:35](=[O:37])[CH3:36])[CH:31]=[CH:32][CH:33]=2)[CH2:24][CH2:23]1.